Dataset: Full USPTO retrosynthesis dataset with 1.9M reactions from patents (1976-2016). Task: Predict the reactants needed to synthesize the given product. The reactants are: [Cl:1][C:2]1[CH:7]=[CH:6][C:5]([C:8]2[CH:13]=[C:12]([CH3:14])[N:11]=[C:10]([N:15]3[CH:19]=[C:18](I)[N:17]=[CH:16]3)[CH:9]=2)=[CH:4][CH:3]=1.[NH2:21][C:22]1[CH:27]=[CH:26][C:25](B2OC(C)(C)C(C)(C)O2)=[CH:24][N:23]=1. Given the product [Cl:1][C:2]1[CH:7]=[CH:6][C:5]([C:8]2[CH:13]=[C:12]([CH3:14])[N:11]=[C:10]([N:15]3[CH:19]=[C:18]([C:25]4[CH:26]=[CH:27][C:22]([NH2:21])=[N:23][CH:24]=4)[N:17]=[CH:16]3)[CH:9]=2)=[CH:4][CH:3]=1, predict the reactants needed to synthesize it.